From a dataset of Forward reaction prediction with 1.9M reactions from USPTO patents (1976-2016). Predict the product of the given reaction. (1) Given the reactants [N:1]1[CH:6]=[CH:5][C:4]([N:7]2[C:11]([NH2:12])=[C:10]3[CH2:13][CH2:14][CH2:15][C:9]3=[N:8]2)=[CH:3][CH:2]=1.CCN(C(C)C)C(C)C.Cl[C:26](Cl)([O:28]C(=O)OC(Cl)(Cl)Cl)Cl.FC(F)(F)C(O)=O.FC(F)(F)C(O)=O.[CH3:51][O:52][CH2:53][CH2:54][N:55]1[CH2:59][C@@H:58]([C:60]2[CH:65]=[CH:64][CH:63]=[CH:62][CH:61]=2)[C@H:57]([NH2:66])[CH2:56]1, predict the reaction product. The product is: [CH3:51][O:52][CH2:53][CH2:54][N:55]1[CH2:59][C@@H:58]([C:60]2[CH:65]=[CH:64][CH:63]=[CH:62][CH:61]=2)[C@H:57]([NH:66][C:26]([NH:12][C:11]2[N:7]([C:4]3[CH:3]=[CH:2][N:1]=[CH:6][CH:5]=3)[N:8]=[C:9]3[CH2:15][CH2:14][CH2:13][C:10]=23)=[O:28])[CH2:56]1. (2) Given the reactants C([O:3][C:4](=O)[CH:5]([C:11]1[N:16]=[C:15]2[S:17][CH:18]=[C:19]([C:20]3[CH:25]=[CH:24][CH:23]=[CH:22][CH:21]=3)[C:14]2=[C:13]([NH:26][CH2:27][C:28]2[CH:33]=[CH:32][CH:31]=[CH:30][N:29]=2)[CH:12]=1)[C:6](OCC)=[O:7])C.[H-].C([Al+]CC(C)C)C(C)C, predict the reaction product. The product is: [C:20]1([C:19]2[C:14]3[C:15](=[N:16][C:11]([CH:5]([CH2:6][OH:7])[CH2:4][OH:3])=[CH:12][C:13]=3[NH:26][CH2:27][C:28]3[CH:33]=[CH:32][CH:31]=[CH:30][N:29]=3)[S:17][CH:18]=2)[CH:21]=[CH:22][CH:23]=[CH:24][CH:25]=1. (3) Given the reactants [C:1]([Si:5]([CH3:63])([CH3:62])[O:6][C@H:7]1[C@@H:11]([O:12][Si:13]([C:16]([CH3:19])([CH3:18])[CH3:17])([CH3:15])[CH3:14])[C@H:10]([N:20]2[CH:25]=[CH:24][C:23](=[O:26])[N:22]([CH2:27][C:28]3[CH:33]=[CH:32][C:31]([O:34][CH3:35])=[CH:30][CH:29]=3)[C:21]2=[O:36])[O:9][C@@H:8]1[C@@H:37]([OH:61])[C@H:38]([N:46](CC1C=CC=CC=1)CC1C=CC=CC=1)[C:39]([O:41][C:42]([CH3:45])([CH3:44])[CH3:43])=[O:40])([CH3:4])([CH3:3])[CH3:2], predict the reaction product. The product is: [NH2:46][C@@H:38]([C@@H:37]([C@@H:8]1[C@@H:7]([O:6][Si:5]([C:1]([CH3:2])([CH3:3])[CH3:4])([CH3:63])[CH3:62])[C@@H:11]([O:12][Si:13]([C:16]([CH3:19])([CH3:18])[CH3:17])([CH3:14])[CH3:15])[C@H:10]([N:20]2[CH:25]=[CH:24][C:23](=[O:26])[N:22]([CH2:27][C:28]3[CH:33]=[CH:32][C:31]([O:34][CH3:35])=[CH:30][CH:29]=3)[C:21]2=[O:36])[O:9]1)[OH:61])[C:39]([O:41][C:42]([CH3:44])([CH3:43])[CH3:45])=[O:40]. (4) Given the reactants [Cl:1][C:2]1[CH:7]=[CH:6][CH:5]=[C:4]([O:8][CH3:9])[C:3]=1[CH2:10]O.P(Br)(Br)[Br:13].C(=O)(O)[O-].[Na+], predict the reaction product. The product is: [CH3:9][O:8][C:4]1[CH:5]=[CH:6][CH:7]=[C:2]([Cl:1])[C:3]=1[CH2:10][Br:13]. (5) The product is: [C:13]([C:17]1[CH:18]=[C:19]([C:26]2[CH:27]=[N:28][C:29]([C:32]([F:35])([F:33])[F:34])=[CH:30][CH:31]=2)[C:20]([OH:25])=[C:21]([CH:24]=1)[CH2:22][NH:1][CH2:2][CH2:3][CH2:4][NH:5][C:6](=[O:12])[O:7][C:8]([CH3:9])([CH3:11])[CH3:10])([CH3:16])([CH3:14])[CH3:15]. Given the reactants [NH2:1][CH2:2][CH2:3][CH2:4][NH:5][C:6](=[O:12])[O:7][C:8]([CH3:11])([CH3:10])[CH3:9].[C:13]([C:17]1[CH:18]=[C:19]([C:26]2[CH:27]=[N:28][C:29]([C:32]([F:35])([F:34])[F:33])=[CH:30][CH:31]=2)[C:20]([OH:25])=[C:21]([CH:24]=1)[CH:22]=O)([CH3:16])([CH3:15])[CH3:14].[BH4-].[Na+], predict the reaction product. (6) Given the reactants [NH2:1][CH2:2][C:3]1[CH:4]=[N:5][CH:6]=[CH:7][CH:8]=1.[C:9](=N)([C:16]1C=CC=CC=1)[C:10]1C=CC=C[CH:11]=1, predict the reaction product. The product is: [CH2:16]1[C@@H:2]([C:3]2[CH:8]=[CH:7][CH:6]=[N:5][CH:4]=2)[NH:1][CH2:11][CH:10]=[CH:9]1. (7) The product is: [O:12]=[C:10]1[N:9]([C:24]([O:26][C:27]([CH3:30])([CH3:29])[CH3:28])=[O:25])[CH:8]([CH2:13][C:14]2[CH:19]=[CH:18][C:17]([C:20]([F:22])([F:23])[F:21])=[CH:16][CH:15]=2)[CH:7]([C:4]2[CH:5]=[CH:6][N:1]=[CH:2][CH:3]=2)[O:11]1. Given the reactants [N:1]1[CH:6]=[CH:5][C:4]([CH:7]2[O:11][C:10](=[O:12])[NH:9][CH:8]2[CH2:13][C:14]2[CH:19]=[CH:18][C:17]([C:20]([F:23])([F:22])[F:21])=[CH:16][CH:15]=2)=[CH:3][CH:2]=1.[C:24](O[C:24]([O:26][C:27]([CH3:30])([CH3:29])[CH3:28])=[O:25])([O:26][C:27]([CH3:30])([CH3:29])[CH3:28])=[O:25].CN(C1C=CC=CN=1)C.O, predict the reaction product. (8) The product is: [CH:18]([O:17][C:12]1[CH:13]=[CH:14][CH:15]=[CH:16][C:11]=1[O:10][CH2:9][CH2:8][NH:7][CH2:6][C:31]1[CH:26]=[C:27]([C:57]([N:58]2[CH2:37][CH2:36][CH2:35][CH2:34][CH2:33]2)=[O:56])[CH:28]=[CH:29][CH:30]=1)([CH3:19])[CH3:20]. Given the reactants C(O[C:6](=O)[NH:7][CH2:8][CH2:9][O:10][C:11]1[CH:16]=[CH:15][CH:14]=[CH:13][C:12]=1[O:17][CH:18]([CH3:20])[CH3:19])(C)(C)C.C(O[C:26]1[CH:31]=[CH:30][CH:29]=[CH:28][C:27]=1O)(C)C.[CH:33]1C=[CH:37][C:36](P([C:35]2[CH:36]=[CH:37]C=[CH:33][CH:34]=2)[C:35]2[CH:36]=[CH:37]C=[CH:33][CH:34]=2)=[CH:35][CH:34]=1.C([O:56][C:57](=O)[NH:58]CCO)(C)(C)C.N(C(OC(C)(C)C)=O)=NC(OC(C)(C)C)=O, predict the reaction product.